Dataset: Retrosynthesis with 50K atom-mapped reactions and 10 reaction types from USPTO. Task: Predict the reactants needed to synthesize the given product. (1) Given the product O=C(Nc1ncc(CO)s1)N(C1CCCCC1)C1CCCCC1, predict the reactants needed to synthesize it. The reactants are: O=Cc1cnc(NC(=O)N(C2CCCCC2)C2CCCCC2)s1. (2) Given the product C#CCn1c(=O)sc2cc(F)c(-n3nc4c([n+]3[O-])CCCC4)cc21, predict the reactants needed to synthesize it. The reactants are: C#CCBr.O=c1[nH]c2cc(-n3nc4c([n+]3[O-])CCCC4)c(F)cc2s1. (3) Given the product CC(C)C(=O)Nc1cccc(C2CCN(CCCNC(=O)C(C)(C)c3ccc(Cl)cc3)CC2)c1, predict the reactants needed to synthesize it. The reactants are: CC(C)(C(=O)O)c1ccc(Cl)cc1.CC(C)C(=O)Nc1cccc(C2CCN(CCCN)CC2)c1. (4) Given the product CC(C)(C)OC(=O)NCc1nnc2ccc(-c3ccc(N4CCCC4=O)c(F)c3)nn12, predict the reactants needed to synthesize it. The reactants are: CC(C)(C)OC(=O)NCc1nnc2ccc(Cl)nn12.CC1(C)OB(c2ccc(N3CCCC3=O)c(F)c2)OC1(C)C. (5) Given the product CC(C)(C)OC(=O)N1CC[C@H]1COc1cncc(-c2cccc(OCCCc3ccccc3)c2)c1, predict the reactants needed to synthesize it. The reactants are: CC(C)(C)OC(=O)N1CC[C@H]1COc1cncc([Sn](C)(C)C)c1.Ic1cccc(OCCCc2ccccc2)c1. (6) Given the product Cc1c(/C=C2\C(=O)Nc3cccc(-c4cccc(F)c4F)c32)[nH]c2c1C(=O)N(CCN1CCCCC1)CCC2, predict the reactants needed to synthesize it. The reactants are: Cc1c(C=O)[nH]c2c1C(=O)N(CCN1CCCCC1)CCC2.O=C1Cc2c(cccc2-c2cccc(F)c2F)N1. (7) Given the product CC(C)(C)c1ccc(Cn2cc(C#N)c(=O)c3cc(F)c(F)cc32)cc1, predict the reactants needed to synthesize it. The reactants are: CC(C)(C)c1ccc(CCl)cc1.N#Cc1c[nH]c2cc(F)c(F)cc2c1=O. (8) Given the product CCOC(=O)c1cccc2nc(N3CC[C@H](NC(=O)c4nc(Cl)c(CC)[nH]4)[C@H](NC4CCOCC4)C3)sc12, predict the reactants needed to synthesize it. The reactants are: CCOC(=O)c1cccc2nc(N3CC[C@H](NC(=O)c4nc(Cl)c(CC)[nH]4)[C@H](N)C3)sc12.O=C1CCOCC1.